This data is from Forward reaction prediction with 1.9M reactions from USPTO patents (1976-2016). The task is: Predict the product of the given reaction. (1) Given the reactants [Cl:1][C:2]1[S:6][C:5]([C:7]([NH:9][CH2:10][C:11]2[N:12]=[N:13][N:14]([C:16]3[CH:21]=[CH:20][C:19]([N:22]4[CH:27]=[CH:26][CH:25]=[C:24]([OH:28])[C:23]4=[O:29])=[CH:18][CH:17]=3)[CH:15]=2)=[O:8])=[CH:4][CH:3]=1.C(=O)([O-])[O-].[Cs+].[Cs+].Br[CH2:37][CH2:38][OH:39], predict the reaction product. The product is: [Cl:1][C:2]1[S:6][C:5]([C:7]([NH:9][CH2:10][C:11]2[N:12]=[N:13][N:14]([C:16]3[CH:17]=[CH:18][C:19]([N:22]4[CH:27]=[CH:26][CH:25]=[C:24]([O:28][CH2:37][CH2:38][OH:39])[C:23]4=[O:29])=[CH:20][CH:21]=3)[CH:15]=2)=[O:8])=[CH:4][CH:3]=1. (2) The product is: [CH3:10][C:11]1([CH3:28])[O:15][CH:14]([CH2:16][O:17][C:18]2[C:25]([CH3:26])=[CH:24][C:21]([C:22]([NH:8][OH:9])=[NH:23])=[CH:20][C:19]=2[CH3:27])[CH2:13][O:12]1. Given the reactants CC([O-])(C)C.[K+].Cl.[NH2:8][OH:9].[CH3:10][C:11]1([CH3:28])[O:15][CH:14]([CH2:16][O:17][C:18]2[C:25]([CH3:26])=[CH:24][C:21]([C:22]#[N:23])=[CH:20][C:19]=2[CH3:27])[CH2:13][O:12]1, predict the reaction product. (3) Given the reactants [C:1]([C:5]1[N:6]=[C:7]2[CH:12]=[C:11]([C:13]([N:15]([CH2:18][CH3:19])[CH2:16][CH3:17])=O)[CH:10]=[CH:9][N:8]2[C:20]=1[CH2:21][CH:22]1[CH2:27][CH2:26][O:25][CH2:24][CH2:23]1)([CH3:4])([CH3:3])[CH3:2].COC1C=CC(P2(SP(C3C=CC(OC)=CC=3)(=S)S2)=[S:37])=CC=1, predict the reaction product. The product is: [C:1]([C:5]1[N:6]=[C:7]2[CH:12]=[C:11]([C:13](=[S:37])[N:15]([CH2:18][CH3:19])[CH2:16][CH3:17])[CH:10]=[CH:9][N:8]2[C:20]=1[CH2:21][CH:22]1[CH2:27][CH2:26][O:25][CH2:24][CH2:23]1)([CH3:4])([CH3:3])[CH3:2]. (4) Given the reactants [Cl:1][C:2]1[CH:3]=[C:4]([NH:8][C:9]2[C:18]3[C:13](=[CH:14][N:15]=[CH:16][CH:17]=3)[C:12]3=[CH:19][CH:20]=[CH:21][C:22]([C:23]([OH:25])=O)=[C:11]3[N:10]=2)[CH:5]=[CH:6][CH:7]=1.C1C=CC2N(O)N=[N:32]C=2C=1.[Cl-].[NH4+].CCN(C(C)C)C(C)C.CCN=C=NCCCN(C)C, predict the reaction product. The product is: [Cl:1][C:2]1[CH:3]=[C:4]([NH:8][C:9]2[C:18]3[C:13](=[CH:14][N:15]=[CH:16][CH:17]=3)[C:12]3=[CH:19][CH:20]=[CH:21][C:22]([C:23]([NH2:32])=[O:25])=[C:11]3[N:10]=2)[CH:5]=[CH:6][CH:7]=1. (5) Given the reactants O.[O:2]=[CH:3][C@@H:4]([C@H:6]([C@@H:8]([C@@H:10]([CH2:12][OH:13])[OH:11])[OH:9])[OH:7])[OH:5].[C:14]([OH:26])(=[O:25])[CH2:15][C:16]([CH2:21][C:22]([OH:24])=[O:23])([C:18]([OH:20])=[O:19])[OH:17].[NH3:27].[SiH4], predict the reaction product. The product is: [C:14]([O-:26])(=[O:25])[CH2:15][C:16]([CH2:21][C:22]([O-:24])=[O:23])([C:18]([O-:20])=[O:19])[OH:17].[NH4+:27].[NH4+:27].[NH4+:27].[O:2]=[CH:3][C@@H:4]([C@H:6]([C@@H:8]([C@@H:10]([CH2:12][OH:13])[OH:11])[OH:9])[OH:7])[OH:5]. (6) Given the reactants [NH2:1][CH2:2][CH:3]([CH2:8][CH:9]([C:11]1[CH:16]=[CH:15][CH:14]=[CH:13][C:12]=1Cl)[CH3:10])[CH2:4][C:5]([OH:7])=[O:6].NCC(CC(C1C=CC=C(Cl)C=1)C)CC(O)=O.NCC(CC(C1C=CC(Cl)=CC=1)C)CC(O)=O.NCC(CC(C1C=CC=CC=1OC)C)CC(O)=O.NCC(CC(C1C=CC=C(OC)C=1)C)CC(O)=O.NCC(CC(C1C=CC(OC)=CC=1)C)CC(O)=O.NCC(CC(CC1C=CC=CC=1)C)CC(O)=O, predict the reaction product. The product is: [NH2:1][CH2:2][CH:3]([CH2:8][CH:9]([C:11]1[CH:16]=[CH:15][CH:14]=[CH:13][CH:12]=1)[CH3:10])[CH2:4][C:5]([OH:7])=[O:6]. (7) Given the reactants [C:1]([C:4]1[C:9]([NH:10][C:11]([C:13]2[N:14]=[C:15]([C:18]([F:21])([F:20])[F:19])[S:16][CH:17]=2)=O)=[C:8]([Cl:22])[C:7]([O:23][CH3:24])=[CH:6][CH:5]=1)(=[O:3])[CH3:2].ClC1C(OC)=CC=C2C=1N=C(C1SC=C(C#C)N=1)C=C2O, predict the reaction product. The product is: [Cl:22][C:8]1[C:7]([O:23][CH3:24])=[CH:6][CH:5]=[C:4]2[C:9]=1[N:10]=[C:11]([C:13]1[N:14]=[C:15]([C:18]([F:21])([F:20])[F:19])[S:16][CH:17]=1)[CH:2]=[C:1]2[OH:3]. (8) Given the reactants [OH:1][C:2]1[CH:3]=[CH:4][C:5]([N+:24]([O-])=O)=[C:6](/[CH:8]=[CH:9]/[C:10](=[O:23])[CH2:11][C:12](=[O:22])/[CH:13]=[CH:14]/[C:15]2[CH:20]=[CH:19][C:18]([OH:21])=[CH:17][CH:16]=2)[CH:7]=1.OC1C=CC(/C=C/C(=O)CC(=O)/C=C/C2C=CC=CC=2[N+]([O-])=O)=CC=1, predict the reaction product. The product is: [NH2:24][C:5]1[CH:4]=[CH:3][C:2]([OH:1])=[CH:7][C:6]=1/[CH:8]=[CH:9]/[C:10](=[O:23])[CH2:11][C:12](=[O:22])/[CH:13]=[CH:14]/[C:15]1[CH:16]=[CH:17][C:18]([OH:21])=[CH:19][CH:20]=1.